This data is from Forward reaction prediction with 1.9M reactions from USPTO patents (1976-2016). The task is: Predict the product of the given reaction. (1) Given the reactants [F:1][C:2]1[CH:7]=[CH:6][C:5]([C:8]2[NH:12][C:11]3[CH:13]=[CH:14][C:15]([C:17]([NH:19][OH:20])=[NH:18])=[CH:16][C:10]=3[N:9]=2)=[CH:4][CH:3]=1.C(N(CC)CC)C.Cl[C:29](OCC)=[O:30], predict the reaction product. The product is: [F:1][C:2]1[CH:3]=[CH:4][C:5]([C:8]2[NH:12][C:11]3[CH:13]=[CH:14][C:15]([C:17]4[NH:18][C:29](=[O:30])[O:20][N:19]=4)=[CH:16][C:10]=3[N:9]=2)=[CH:6][CH:7]=1. (2) Given the reactants [OH:1][CH:2]([C:24]1[CH:29]=[CH:28][CH:27]=[CH:26][CH:25]=1)[C:3]1[CH:23]=[CH:22][C:6]([C:7]([N:9]2[CH2:14][CH2:13][N:12]([C:15]([O:17][C:18]([CH3:21])([CH3:20])[CH3:19])=[O:16])[CH2:11][CH2:10]2)=[O:8])=[CH:5][CH:4]=1.[H-].[Na+].Br[CH:33]([CH2:38][CH:39]([CH3:41])[CH3:40])[C:34]([O:36][CH3:37])=[O:35], predict the reaction product. The product is: [CH3:37][O:36][C:34]([CH:33]([O:1][CH:2]([C:24]1[CH:25]=[CH:26][CH:27]=[CH:28][CH:29]=1)[C:3]1[CH:4]=[CH:5][C:6]([C:7]([N:9]2[CH2:10][CH2:11][N:12]([C:15]([O:17][C:18]([CH3:21])([CH3:20])[CH3:19])=[O:16])[CH2:13][CH2:14]2)=[O:8])=[CH:22][CH:23]=1)[CH2:38][CH:39]([CH3:41])[CH3:40])=[O:35]. (3) Given the reactants Cl[C:2]1[CH:3]=[C:4]([O:11][CH:12]([CH3:16])[CH2:13][O:14][CH3:15])[C:5]([N+:8]([O-:10])=[O:9])=[N:6][CH:7]=1.[C:17]1([OH:23])[CH:22]=[CH:21][CH:20]=[CH:19][CH:18]=1.C([O-])([O-])=O.[K+].[K+].O, predict the reaction product. The product is: [CH3:15][O:14][CH2:13][CH:12]([CH3:16])[O:11][C:4]1[C:5]([N+:8]([O-:10])=[O:9])=[N:6][CH:7]=[C:2]([O:23][C:17]2[CH:22]=[CH:21][CH:20]=[CH:19][CH:18]=2)[CH:3]=1. (4) Given the reactants [F:1][C:2]([F:15])([F:14])[C:3]1[CH:13]=[CH:12][C:6]([CH:7]=[CH:8][C:9](O)=[O:10])=[CH:5][CH:4]=1.C1(C)C=CC=CC=1.S(Cl)(Cl)=O.[NH3:27], predict the reaction product. The product is: [F:1][C:2]([F:15])([F:14])[C:3]1[CH:13]=[CH:12][C:6]([CH:7]=[CH:8][C:9]([NH2:27])=[O:10])=[CH:5][CH:4]=1.